From a dataset of Forward reaction prediction with 1.9M reactions from USPTO patents (1976-2016). Predict the product of the given reaction. (1) Given the reactants [Br:1][C:2]1[CH:7]=[CH:6][C:5]([NH:8][S:9]([CH3:11])=[O:10])=[CH:4][CH:3]=1.[CH3:12][NH:13][CH2:14][CH3:15], predict the reaction product. The product is: [Br:1][C:2]1[CH:7]=[CH:6][C:5]([N:8]=[S:9]([CH3:11])([N:13]([CH2:14][CH3:15])[CH3:12])=[O:10])=[CH:4][CH:3]=1. (2) Given the reactants [CH3:1][O:2][C:3](=[O:22])[CH:4]([CH:11]1[CH2:16][CH2:15][CH2:14][CH2:13][N:12]1[C:17]([O:19][CH2:20]Cl)=[O:18])[C:5]1[CH:10]=[CH:9][CH:8]=[CH:7][CH:6]=1.[I-:23].[Na+], predict the reaction product. The product is: [CH3:1][O:2][C:3](=[O:22])[CH:4]([CH:11]1[CH2:16][CH2:15][CH2:14][CH2:13][N:12]1[C:17]([O:19][CH2:20][I:23])=[O:18])[C:5]1[CH:10]=[CH:9][CH:8]=[CH:7][CH:6]=1. (3) Given the reactants [Cl-].[CH2:2]([N+:4]1[CH:8]=[CH:7][N:6]([CH3:9])[CH:5]=1)[CH3:3].C.[F:11][C:12]([F:25])([F:24])[S:13]([N-:16][S:17]([C:20]([F:23])([F:22])[F:21])(=[O:19])=[O:18])(=[O:15])=[O:14].[Li+], predict the reaction product. The product is: [F:23][C:20]([F:21])([F:22])[S:17]([N-:16][S:13]([C:12]([F:11])([F:24])[F:25])(=[O:14])=[O:15])(=[O:18])=[O:19].[CH2:2]([N+:4]1[CH:8]=[CH:7][N:6]([CH3:9])[CH:5]=1)[CH3:3].